Task: Predict the reactants needed to synthesize the given product.. Dataset: Full USPTO retrosynthesis dataset with 1.9M reactions from patents (1976-2016) (1) Given the product [CH3:16][N:2]([CH3:1])[CH2:3][CH2:4][CH2:5][C:6]1[CH:11]=[C:10]([NH2:12])[C:9]([CH3:15])=[N:8][CH:7]=1, predict the reactants needed to synthesize it. The reactants are: [CH3:1][N:2]([CH3:16])[CH2:3][C:4]#[C:5][C:6]1[CH:7]=[N:8][C:9]([CH3:15])=[C:10]([N+:12]([O-])=O)[CH:11]=1. (2) Given the product [C:4]1([CH:10]([OH:13])[CH:18]([OH:19])[CH3:17])[CH:5]=[CH:6][CH:7]=[CH:8][CH:9]=1, predict the reactants needed to synthesize it. The reactants are: C/C=C/[C:4]1[CH:9]=[CH:8][CH:7]=[CH:6][CH:5]=1.[C:10](=[O:13])([O-])[O-].[K+].[K+].O.[CH3:17][C:18](C)=[O:19].